This data is from Forward reaction prediction with 1.9M reactions from USPTO patents (1976-2016). The task is: Predict the product of the given reaction. The product is: [Cl:1][C:2]1[N:7]=[C:6]([C:8]2[S:12][C:11]([CH:13]([CH3:15])[CH3:14])=[N:10][C:9]=2[C:16]2[CH:17]=[C:18]([NH:19][S:29]([N:23]3[CH2:28][CH2:27][O:26][CH2:25][CH2:24]3)(=[O:31])=[O:30])[CH:20]=[CH:21][CH:22]=2)[CH:5]=[CH:4][N:3]=1. Given the reactants [Cl:1][C:2]1[N:7]=[C:6]([C:8]2[S:12][C:11]([CH:13]([CH3:15])[CH3:14])=[N:10][C:9]=2[C:16]2[CH:17]=[C:18]([CH:20]=[CH:21][CH:22]=2)[NH2:19])[CH:5]=[CH:4][N:3]=1.[N:23]1([S:29](Cl)(=[O:31])=[O:30])[CH2:28][CH2:27][O:26][CH2:25][CH2:24]1, predict the reaction product.